This data is from Full USPTO retrosynthesis dataset with 1.9M reactions from patents (1976-2016). The task is: Predict the reactants needed to synthesize the given product. Given the product [CH2:20]([C:17]1[CH:18]=[CH:19][C:14]([O:13][CH2:12][C@@H:8]2[CH2:9][CH2:10][CH2:11][N:7]2[CH2:6][CH2:5][CH2:4][CH2:3][OH:2])=[CH:15][CH:16]=1)[C:21]1[CH:22]=[CH:23][CH:24]=[CH:25][CH:26]=1, predict the reactants needed to synthesize it. The reactants are: C[O:2][C:3](=O)[CH2:4][CH2:5][CH2:6][N:7]1[CH2:11][CH2:10][CH2:9][C@H:8]1[CH2:12][O:13][C:14]1[CH:19]=[CH:18][C:17]([CH2:20][C:21]2[CH:26]=[CH:25][CH:24]=[CH:23][CH:22]=2)=[CH:16][CH:15]=1.[H-].C([Al+]CC(C)C)C(C)C.CC(O)=O.